From a dataset of Reaction yield outcomes from USPTO patents with 853,638 reactions. Predict the reaction yield, written as a fraction of the theoretical maximum amount of product (1.0 means a 100% yield; for example, 0.34 means a 34% yield). The reactants are [CH3:1][NH:2][S:3]([C:6]1[CH:7]=[C:8]2[C:12](=[CH:13][CH:14]=1)[NH:11][C:10](=[O:15])[CH2:9]2)(=[O:5])=[O:4].[O:16]=[C:17]1[C:22]2=[CH:23][NH:24][C:25]([CH:26]=O)=[C:21]2[CH2:20][CH2:19][NH:18]1.N1CCCCC1. The catalyst is C(O)C. The product is [CH3:1][NH:2][S:3]([C:6]1[CH:7]=[C:8]2[C:12](=[CH:13][CH:14]=1)[NH:11][C:10](=[O:15])[C:9]2=[CH:26][C:25]1[NH:24][CH:23]=[C:22]2[C:21]=1[CH2:20][CH2:19][NH:18][C:17]2=[O:16])(=[O:5])=[O:4]. The yield is 0.450.